From a dataset of Forward reaction prediction with 1.9M reactions from USPTO patents (1976-2016). Predict the product of the given reaction. (1) Given the reactants [O:1]=[C:2]1[C:7]2[NH:8][CH:9]=[C:10]([C:11](=[O:21])[C:12]3[C:17]([F:18])=[CH:16][C:15]([F:19])=[CH:14][C:13]=3[F:20])[C:6]=2[CH:5]=[CH:4][N:3]1[CH2:22][C:23]1[NH:27][C:26]2[CH:28]=[CH:29][C:30]([C:32](O)=[O:33])=[CH:31][C:25]=2[N:24]=1.[CH3:35][NH2:36].C(O)C, predict the reaction product. The product is: [CH3:35][NH:36][C:32]([C:30]1[CH:29]=[CH:28][C:26]2[NH:27][C:23]([CH2:22][N:3]3[CH:4]=[CH:5][C:6]4[C:10]([C:11](=[O:21])[C:12]5[C:17]([F:18])=[CH:16][C:15]([F:19])=[CH:14][C:13]=5[F:20])=[CH:9][NH:8][C:7]=4[C:2]3=[O:1])=[N:24][C:25]=2[CH:31]=1)=[O:33]. (2) Given the reactants [CH2:1]([C:3]([C:22]1[CH:27]=[CH:26][C:25]([OH:28])=[C:24]([CH3:29])[CH:23]=1)([C:6]1[CH:11]=[CH:10][C:9]([CH2:12][CH2:13][CH:14]([OH:20])[C:15]2([CH2:18][CH3:19])[CH2:17][CH2:16]2)=[C:8]([CH3:21])[CH:7]=1)[CH2:4][CH3:5])[CH3:2].C([O-])([O-])=O.[K+].[K+].C1(C)C=CC(S(O[CH2:46][C@@H:47]2[O:51][C:50](=[O:52])[CH2:49][CH2:48]2)(=O)=O)=CC=1, predict the reaction product. The product is: [CH2:1]([C:3]([C:22]1[CH:27]=[CH:26][C:25]([O:28][CH2:46][C@@H:47]2[O:51][C:50](=[O:52])[CH2:49][CH2:48]2)=[C:24]([CH3:29])[CH:23]=1)([C:6]1[CH:11]=[CH:10][C:9]([CH2:12][CH2:13][CH:14]([C:15]2([CH2:18][CH3:19])[CH2:17][CH2:16]2)[OH:20])=[C:8]([CH3:21])[CH:7]=1)[CH2:4][CH3:5])[CH3:2]. (3) The product is: [C:12]([O:11][C:9]([N:6]1[CH2:7][CH2:8][CH:3]([C:16]([OH:18])=[O:17])[CH2:4][CH2:5]1)=[O:10])([CH3:15])([CH3:13])[CH3:14]. Given the reactants C([C:3]1([C:16]([O-:18])=[O:17])[CH2:8][CH2:7][N:6]([C:9]([O:11][C:12]([CH3:15])([CH3:14])[CH3:13])=[O:10])[CH2:5][CH2:4]1)C.[OH-].[Na+], predict the reaction product. (4) Given the reactants [CH3:1][C:2]1[C:7]([C:8](=[O:11])[CH2:9][CH3:10])=[CH:6][CH:5]=[C:4]([CH3:12])[N:3]=1.[BrH:13].BrBr, predict the reaction product. The product is: [Br:13][CH:9]([CH3:10])[C:8]([C:7]1[C:2]([CH3:1])=[N:3][C:4]([CH3:12])=[CH:5][CH:6]=1)=[O:11].